This data is from Catalyst prediction with 721,799 reactions and 888 catalyst types from USPTO. The task is: Predict which catalyst facilitates the given reaction. (1) Reactant: [N:1]1[CH:6]=[CH:5][CH:4]=[C:3]([C:7]2[CH:8]=[C:9]3[C:14](=[CH:15][CH:16]=2)[NH:13][C:12](=O)[CH2:11][CH2:10]3)[CH:2]=1.COC1C=CC(P2(SP(C3C=CC(OC)=CC=3)(=S)S2)=[S:27])=CC=1. Product: [N:1]1[CH:6]=[CH:5][CH:4]=[C:3]([C:7]2[CH:8]=[C:9]3[C:14](=[CH:15][CH:16]=2)[NH:13][C:12](=[S:27])[CH2:11][CH2:10]3)[CH:2]=1. The catalyst class is: 11. (2) Reactant: [CH3:1][C:2]1[C:10]([O:11][C@H:12]2[CH2:17][CH2:16][C@H:15]([NH2:18])[CH2:14][CH2:13]2)=[CH:9][CH:8]=[C:7]2[C:3]=1[CH:4]=[N:5][NH:6]2.[C:19]1(C)C=[CH:23][C:22](S([O-])(=O)=O)=[CH:21][CH:20]=1.[NH+]1[CH:23]=[CH:22][CH:21]=[CH:20][CH:19]=1.O.C1(C)C=CC(S(O)(=O)=[O:44])=CC=1.[OH-].[Na+]. Product: [CH3:1][C:2]1[C:10]([O:11][C@H:12]2[CH2:17][CH2:16][C@H:15]([NH2:18])[CH2:14][CH2:13]2)=[CH:9][CH:8]=[C:7]2[C:3]=1[CH:4]=[N:5][N:6]2[CH:23]1[CH2:22][CH2:21][CH2:20][CH2:19][O:44]1. The catalyst class is: 60.